From a dataset of Full USPTO retrosynthesis dataset with 1.9M reactions from patents (1976-2016). Predict the reactants needed to synthesize the given product. Given the product [Cl:20][C:16]1[CH:15]=[C:14]([NH:13][C@@H:11]2[CH2:12][NH:8][C@H:9]([C:21]([OH:23])=[O:22])[CH2:10]2)[CH:19]=[CH:18][CH:17]=1, predict the reactants needed to synthesize it. The reactants are: C(OC([N:8]1[CH2:12][CH:11]([NH:13][C:14]2[CH:19]=[CH:18][CH:17]=[C:16]([Cl:20])[CH:15]=2)[CH2:10][CH:9]1[C:21]([OH:23])=[O:22])=O)(C)(C)C.CCOCC.